Dataset: Full USPTO retrosynthesis dataset with 1.9M reactions from patents (1976-2016). Task: Predict the reactants needed to synthesize the given product. (1) Given the product [CH3:1][CH:2]([S:4]([C:7]1[CH:12]=[CH:11][C:10]([C:17]2[N:22]=[CH:21][C:20]([OH:23])=[CH:19][CH:18]=2)=[CH:9][CH:8]=1)(=[O:6])=[O:5])[CH3:3], predict the reactants needed to synthesize it. The reactants are: [CH3:1][CH:2]([S:4]([C:7]1[CH:12]=[CH:11][C:10](B(O)O)=[CH:9][CH:8]=1)(=[O:6])=[O:5])[CH3:3].Br[C:17]1[N:22]=[CH:21][C:20]([OH:23])=[CH:19][CH:18]=1.C([O-])([O-])=O.[Na+].[Na+]. (2) Given the product [Cl:1][C:2]1[CH:3]=[CH:4][C:5]2[N:11]3[C:12]([CH2:15][O:16][CH3:17])=[N:13][N:14]=[C:10]3[CH:9]([CH2:18][C:19]([OH:21])=[O:20])[O:8][CH:7]([C:24]3[CH:29]=[CH:28][CH:27]=[C:26]([O:30][CH3:31])[C:25]=3[O:32][CH3:33])[C:6]=2[CH:34]=1, predict the reactants needed to synthesize it. The reactants are: [Cl:1][C:2]1[CH:3]=[CH:4][C:5]2[N:11]3[C:12]([CH2:15][O:16][CH3:17])=[N:13][N:14]=[C:10]3[CH:9]([CH2:18][C:19]([O:21]CC)=[O:20])[O:8][CH:7]([C:24]3[CH:29]=[CH:28][CH:27]=[C:26]([O:30][CH3:31])[C:25]=3[O:32][CH3:33])[C:6]=2[CH:34]=1. (3) Given the product [CH:18]([C:21]1[CH:28]=[CH:27][C:24]([CH:25]=[C:8]([CH3:9])[C:6]([O:5][CH2:4][CH3:3])=[O:7])=[CH:23][CH:22]=1)([CH3:20])[CH3:19], predict the reactants needed to synthesize it. The reactants are: [H-].[Na+].[CH3:3][CH2:4][O:5][C:6]([CH:8](P(OCC)(OCC)=O)[CH3:9])=[O:7].[CH:18]([C:21]1[CH:28]=[CH:27][C:24]([CH:25]=O)=[CH:23][CH:22]=1)([CH3:20])[CH3:19].O. (4) Given the product [CH3:1][C:2]1[C:7]([F:8])=[C:6]([S:9]([CH3:12])(=[O:10])=[O:11])[CH:5]=[CH:4][C:3]=1[C:13]([N:15]1[CH2:21][C:20]2[CH:22]=[C:23]([C:26]3[CH:27]=[CH:28][C:29]([C:30]([OH:32])=[O:31])=[CH:34][CH:35]=3)[CH:24]=[CH:25][C:19]=2[O:18][CH2:17][CH2:16]1)=[O:14], predict the reactants needed to synthesize it. The reactants are: [CH3:1][C:2]1[C:7]([F:8])=[C:6]([S:9]([CH3:12])(=[O:11])=[O:10])[CH:5]=[CH:4][C:3]=1[C:13]([N:15]1[CH2:21][C:20]2[CH:22]=[C:23]([C:26]3[CH:35]=[CH:34][C:29]([C:30]([O:32]C)=[O:31])=[CH:28][CH:27]=3)[CH:24]=[CH:25][C:19]=2[O:18][CH2:17][CH2:16]1)=[O:14].[OH-].[Li+].Cl. (5) Given the product [Cl:22][C:23]1[CH:24]=[CH:25][C:26]([S:29]([N:32]=[C:4]2[C:5]3[C:10](=[CH:9][CH:8]=[CH:7][CH:6]=3)[C:11](=[O:12])[C:2]([Cl:1])=[CH:3]2)(=[O:30])=[O:31])=[CH:27][CH:28]=1, predict the reactants needed to synthesize it. The reactants are: [Cl:1][C:2]1[C:11](=[O:12])[C:10]2[C:5](=[CH:6][CH:7]=[CH:8][CH:9]=2)/[C:4](=N/S(C2SC=CC=2)(=O)=O)/[CH:3]=1.[Cl:22][C:23]1[CH:28]=[CH:27][C:26]([S:29]([NH2:32])(=[O:31])=[O:30])=[CH:25][CH:24]=1. (6) Given the product [NH2:14][C:11]1[CH:10]=[CH:9][C:6]([C:7]#[N:8])=[C:5]([CH3:4])[C:12]=1[CH3:13], predict the reactants needed to synthesize it. The reactants are: [Sn](Cl)Cl.[CH3:4][C:5]1[C:12]([CH3:13])=[C:11]([N+:14]([O-])=O)[CH:10]=[CH:9][C:6]=1[C:7]#[N:8]. (7) Given the product [CH3:24][O:25][C:26]([NH:28][C:29]1[NH:8][C:7]2[CH:6]=[CH:5][C:4]([O:9][S:10]([C:13]3[CH:18]=[CH:17][C:16]([NH:19][CH2:20][CH:21]4[CH2:22][CH2:23]4)=[CH:15][CH:14]=3)(=[O:12])=[O:11])=[CH:3][C:2]=2[N:1]=1)=[O:27], predict the reactants needed to synthesize it. The reactants are: [NH2:1][C:2]1[CH:3]=[C:4]([O:9][S:10]([C:13]2[CH:18]=[CH:17][C:16]([NH:19][CH2:20][CH:21]3[CH2:23][CH2:22]3)=[CH:15][CH:14]=2)(=[O:12])=[O:11])[CH:5]=[CH:6][C:7]=1[NH2:8].[CH3:24][O:25][C:26]([NH:28][C:29](=NC(OC)=O)SC)=[O:27]. (8) Given the product [CH2:1]([O:8][C:9]1[C:14]([Br:16])=[CH:13][N:12]=[C:11]([NH2:15])[CH:10]=1)[C:2]1[CH:3]=[CH:4][CH:5]=[CH:6][CH:7]=1, predict the reactants needed to synthesize it. The reactants are: [CH2:1]([O:8][C:9]1[CH:14]=[CH:13][N:12]=[C:11]([NH2:15])[CH:10]=1)[C:2]1[CH:7]=[CH:6][CH:5]=[CH:4][CH:3]=1.[Br:16]Br. (9) Given the product [OH:17][C:4]1[CH:3]=[CH:2][CH:16]=[CH:15][C:5]=1[C:6]([NH:8][CH2:9][CH2:10][CH2:11][C:12]([O-:14])=[O:13])=[O:7].[Na+:19], predict the reactants needed to synthesize it. The reactants are: Cl[C:2]1[CH:16]=[CH:15][C:5]([C:6]([NH:8][CH2:9][CH2:10][CH2:11][C:12]([OH:14])=[O:13])=[O:7])=[C:4]([OH:17])[CH:3]=1.[OH-].[Na+:19].